From a dataset of Experimentally validated miRNA-target interactions with 360,000+ pairs, plus equal number of negative samples. Binary Classification. Given a miRNA mature sequence and a target amino acid sequence, predict their likelihood of interaction. (1) The miRNA is hsa-miR-6770-5p with sequence UGAGAAGGCACAGCUUGCACGUGA. The protein sequence of the target gene is MAAVLQRVERLSNRVVRVLGCNPGPMTLQGTNTYLVGTGPRRILIDTGEPAIPEYISCLKQALTEFNTAIQEIVVTHWHRDHSGGIGDICKSINNDTTYCIKKLPRNPQREEIIGNGEQQYVYLKDGDVIKTEGATLRVLYTPGHTDDHMALLLEEENAIFSGDCILGEGTTVFEDLYDYMNSLKELLKIKADIIYPGHGPVIHNAEAKIQQYISHRNIREQQILTLFRENFEKSFTVMELVKIIYKNTPENLHEMAKHNLLLHLKKLEKEGKIFSNTDPDKKWKAHL. Result: 0 (no interaction). (2) The miRNA is mmu-miR-6951-5p with sequence UUGUAUUUGUGUGAUUAAAGU. The protein sequence of the target gene is MWELRSIAFSRAVFAEFLATLLFVFFGLGSALNWPQALPSVLQIAMAFGLGIGTLVQALGHISGAHINPAVTVACLVGCHVSVLRAAFYVAAQLLGAVAGAALLHEITPADIRGDLAVNALSNSTTAGQAVTVELFLTLQLVLCIFASTDERRGENPGTPALSIGFSVALGHLLGIHYTGCSMNPARSLAPAVVTGKFDDHWVFWIGPLVGAILGSLLYNYVLFPPAKSLSERLAVLKGLEPDTDWEEREVRRRQSVELHSPQSLPRGTKA. Result: 0 (no interaction). (3) The protein sequence of the target gene is MADLEAVLADVSYLMAMEKSKATPAARASKKILLPEPSIRSVMQKYLEDRGEVTFEKIFSQKLGYLLFRDFCLNHLEEAKPLVEFYEEIKKYEKLETEEERVVRSREIFDSYIMKELLACSHPFSKNATEHVQGHLVKKQVPPDLFQPYIEEICQNLRGDVFQKFIESDKFTRFCQWKNVELNIHLTMNDFSVHRIIGRGGFGEVYGCRKADTGKMYAMKCLDKKRIKMKQGETLALNERIMLSLVSTGDCPFIVCMSYAFHTPDKLSFILDLMNGGDLHYHLSQHGVFSEADMRFYAAE.... Result: 1 (interaction). The miRNA is mmu-miR-425-5p with sequence AAUGACACGAUCACUCCCGUUGA. (4) The miRNA is cel-miR-359 with sequence UCACUGGUCUUUCUCUGACGAA. The protein sequence of the target gene is MSWFNASQLSSFAKQALSQAQKSIDRVLDIQEEEPSIWAETIPYGEPGISSPVSGGWDTSTWGLKSNTEPQSPPIASPKAITKPVRRTVVDESENFFSAFLSPTDVQTIQKSPVVSKPPAKSQRPEEEVKSSLHESLHIGQSRTPETTESQVKDSSLCVSGETLAAGTSSPKTEGKHEETVNKESDMKVPTVSLKVSESVIDVKTTMESISNTSTQSLTAETKDIALEPKEQKHEDRQSNTPSPPVSTFSSGTSTTSDIEVLDHESVISESSASSRQETTDSKSSLHLMQTSFQLLSASA.... Result: 0 (no interaction). (5) Result: 1 (interaction). The protein sequence of the target gene is MEQQDQSMKEGRLTLVLALATLIAAFGSSFQYGYNVAAVNSPALLMQQFYNETYYGRTGEFMEDFPLTLLWSVTVSMFPFGGFIGSLLVGPLVNKFGRKGALLFNNIFSIVPAILMGCSRVATSFELIIISRLLVGICAGVSSNVVPMYLGELAPKNLRGALGVVPQLFITVGILVAQIFGLRNLLANVDGWPILLGLTGVPAALQLLLLPFFPESPRYLLIQKKDEAAAKKALQTLRGWDSVDREVAEIRQEDEAEKAAGFISVLKLFRMRSLRWQLLSIIVLMGGQQLSGVNAIYYYA.... The miRNA is hsa-miR-6808-5p with sequence CAGGCAGGGAGGUGGGACCAUG. (6) The miRNA is ssc-miR-34c with sequence AGGCAGUGUAGUUAGCUGAUUGC. The protein sequence of the target gene is MRLSVCLLLLTLALCCYRANAVVCQALGSEITGFLLAGKPVFKFQLAKFKAPLEAVAAKMEVKKCVDTMAYEKRVLITKTLGKIAEKCDR. Result: 0 (no interaction).